This data is from Merck oncology drug combination screen with 23,052 pairs across 39 cell lines. The task is: Regression. Given two drug SMILES strings and cell line genomic features, predict the synergy score measuring deviation from expected non-interaction effect. (1) Drug 1: N#Cc1ccc(Cn2cncc2CN2CCN(c3cccc(Cl)c3)C(=O)C2)cc1. Drug 2: Cn1nnc2c(C(N)=O)ncn2c1=O. Cell line: CAOV3. Synergy scores: synergy=-9.50. (2) Drug 1: CCC1(O)C(=O)OCc2c1cc1n(c2=O)Cc2cc3c(CN(C)C)c(O)ccc3nc2-1. Drug 2: Cn1cc(-c2cnn3c(N)c(Br)c(C4CCCNC4)nc23)cn1. Cell line: NCIH520. Synergy scores: synergy=25.2. (3) Drug 1: O=P1(N(CCCl)CCCl)NCCCO1. Drug 2: COC1=C2CC(C)CC(OC)C(O)C(C)C=C(C)C(OC(N)=O)C(OC)C=CC=C(C)C(=O)NC(=CC1=O)C2=O. Cell line: HT144. Synergy scores: synergy=-11.3. (4) Drug 1: Cn1nnc2c(C(N)=O)ncn2c1=O. Drug 2: O=C(NOCC(O)CO)c1ccc(F)c(F)c1Nc1ccc(I)cc1F. Cell line: ES2. Synergy scores: synergy=46.5. (5) Drug 1: O=C(CCCCCCC(=O)Nc1ccccc1)NO. Drug 2: O=C(NOCC(O)CO)c1ccc(F)c(F)c1Nc1ccc(I)cc1F. Synergy scores: synergy=71.1. Cell line: LNCAP. (6) Drug 1: C=CCn1c(=O)c2cnc(Nc3ccc(N4CCN(C)CC4)cc3)nc2n1-c1cccc(C(C)(C)O)n1. Drug 2: Cc1nc(Nc2ncc(C(=O)Nc3c(C)cccc3Cl)s2)cc(N2CCN(CCO)CC2)n1. Cell line: T47D. Synergy scores: synergy=10.5.